From a dataset of Catalyst prediction with 721,799 reactions and 888 catalyst types from USPTO. Predict which catalyst facilitates the given reaction. (1) Reactant: [N+:1]([C:4]1[CH:13]=[CH:12][C:11]2[C:6](=[CH:7][C:8]([C:14]([F:17])([F:16])[F:15])=[CH:9][CH:10]=2)[CH:5]=1)([O-])=O. The catalyst class is: 227. Product: [F:15][C:14]([F:16])([F:17])[C:8]1[CH:7]=[C:6]2[C:11]([CH:12]=[CH:13][C:4]([NH2:1])=[CH:5]2)=[CH:10][CH:9]=1. (2) Reactant: [CH3:1][O:2][C:3]([C:5]1[C:10]([NH2:11])=[N:9][C:8]([CH:12]=[CH2:13])=[CH:7][N:6]=1)=[O:4].[CH3:14][C:15]([O:18][C:19](O[C:19]([O:18][C:15]([CH3:17])([CH3:16])[CH3:14])=[O:20])=[O:20])([CH3:17])[CH3:16].[OH2:29]. Product: [CH3:1][O:2][C:3]([C:5]1[C:10]([N:11]([C:19]([O:18][C:15]([CH3:17])([CH3:16])[CH3:14])=[O:20])[C:19]([O:18][C:15]([CH3:17])([CH3:16])[CH3:14])=[O:29])=[N:9][C:8]([CH:12]=[CH2:13])=[CH:7][N:6]=1)=[O:4]. The catalyst class is: 2.